This data is from Forward reaction prediction with 1.9M reactions from USPTO patents (1976-2016). The task is: Predict the product of the given reaction. (1) Given the reactants [N:1]1[S:5][N:4]=[C:3]2[C:6]([S:10]([NH:13][C:14]3[CH:22]=[C:21]([Br:23])[CH:20]=[CH:19][C:15]=3[C:16](O)=[O:17])(=[O:12])=[O:11])=[CH:7][CH:8]=[CH:9][C:2]=12.[Cl:24][C:25]1[CH:30]=[CH:29][C:28]([CH2:31][CH:32]([NH2:34])[CH3:33])=[CH:27][CH:26]=1, predict the reaction product. The product is: [N:1]1[S:5][N:4]=[C:3]2[C:6]([S:10]([NH:13][C:14]3[CH:22]=[C:21]([Br:23])[CH:20]=[CH:19][C:15]=3[C:16]([NH:34][CH:32]([CH3:33])[CH2:31][C:28]3[CH:29]=[CH:30][C:25]([Cl:24])=[CH:26][CH:27]=3)=[O:17])(=[O:11])=[O:12])=[CH:7][CH:8]=[CH:9][C:2]=12. (2) Given the reactants [CH3:1][S:2][C:3]1[N:8]=[C:7]([CH2:9]O)[CH:6]=[CH:5][N:4]=1.S(Cl)([Cl:13])=O.CN(C)C=O, predict the reaction product. The product is: [Cl:13][CH2:9][C:7]1[CH:6]=[CH:5][N:4]=[C:3]([S:2][CH3:1])[N:8]=1. (3) Given the reactants [Cl:1][C:2]1[CH:3]=[C:4]([C:9]2[N:13]([C:14]3[CH:19]=[CH:18][N:17]=[C:16]([CH3:20])[CH:15]=3)[N:12]=[C:11]([C:21]([OH:23])=O)[CH:10]=2)[CH:5]=[C:6]([F:8])[CH:7]=1.ClC1C=C(C2N(C3C=NC=CC=3)N=C(C([N:45]3[CH2:50][CH2:49][NH:48][C:47](=[O:51])[CH2:46]3)=O)C=2)C=C(F)C=1.O=C1CNCCN1, predict the reaction product. The product is: [Cl:1][C:2]1[CH:3]=[C:4]([C:9]2[N:13]([C:14]3[CH:19]=[CH:18][N:17]=[C:16]([CH3:20])[CH:15]=3)[N:12]=[C:11]([C:21]([N:45]3[CH2:50][CH2:49][NH:48][C:47](=[O:51])[CH2:46]3)=[O:23])[CH:10]=2)[CH:5]=[C:6]([F:8])[CH:7]=1.